From a dataset of CYP2C19 inhibition data for predicting drug metabolism from PubChem BioAssay. Regression/Classification. Given a drug SMILES string, predict its absorption, distribution, metabolism, or excretion properties. Task type varies by dataset: regression for continuous measurements (e.g., permeability, clearance, half-life) or binary classification for categorical outcomes (e.g., BBB penetration, CYP inhibition). Dataset: cyp2c19_veith. The molecule is COc1ccc(NC(=O)N2CC[C@@]3(CCCN(S(C)(=O)=O)C3)C2)cc1. The result is 0 (non-inhibitor).